This data is from Full USPTO retrosynthesis dataset with 1.9M reactions from patents (1976-2016). The task is: Predict the reactants needed to synthesize the given product. (1) Given the product [ClH:29].[ClH:1].[ClH:29].[NH2:39][C:35]1[CH:34]=[C:33]([CH2:32][CH2:31][C:17]2[CH:18]=[C:19]([NH:22][C:23]3[C:28]([Cl:29])=[CH:27][N:26]=[C:25]([Cl:30])[N:24]=3)[CH:20]=[CH:21][C:16]=2[NH2:15])[CH:38]=[N:37][CH:36]=1, predict the reactants needed to synthesize it. The reactants are: [ClH:1].O1CCOCC1.C(OC([NH:15][C:16]1[CH:21]=[CH:20][C:19]([NH:22][C:23]2[C:28]([Cl:29])=[CH:27][N:26]=[C:25]([Cl:30])[N:24]=2)=[CH:18][C:17]=1[CH2:31][CH2:32][C:33]1[CH:34]=[C:35]([NH:39]C(=O)OC(C)(C)C)[CH:36]=[N:37][CH:38]=1)=O)(C)(C)C. (2) Given the product [C:18]1([C:21]2[CH:22]=[CH:23][CH:24]=[CH:25][CH:26]=2)[CH:19]=[CH:20][C:15]([N:4]2[CH:5]=[CH:6][CH:7]=[C:8]([C:9]([O:11][CH2:12][CH3:13])=[O:10])[C:3]2=[O:2])=[CH:16][CH:17]=1, predict the reactants needed to synthesize it. The reactants are: Cl.[O:2]=[C:3]1[C:8]([C:9]([O:11][CH2:12][CH3:13])=[O:10])=[CH:7][CH:6]=[CH:5][NH:4]1.Br[C:15]1[CH:20]=[CH:19][C:18]([C:21]2[CH:26]=[CH:25][CH:24]=[CH:23][CH:22]=2)=[CH:17][CH:16]=1.CNCCNC.[O-]P([O-])([O-])=O.[K+].[K+].[K+]. (3) Given the product [N:9]([C@H:5]1[C@H:6]([OH:8])[CH2:7][C@@H:2]([NH:1][C:13](=[O:14])[O:15][C:16]([CH3:19])([CH3:18])[CH3:17])[C@H:3]([OH:12])[CH2:4]1)=[N+:10]=[N-:11], predict the reactants needed to synthesize it. The reactants are: [NH2:1][C@@H:2]1[CH2:7][C@@H:6]([OH:8])[C@H:5]([N:9]=[N+:10]=[N-:11])[CH2:4][C@H:3]1[OH:12].[C:13](O[C:13]([O:15][C:16]([CH3:19])([CH3:18])[CH3:17])=[O:14])([O:15][C:16]([CH3:19])([CH3:18])[CH3:17])=[O:14].C(N(CC)CC)C. (4) Given the product [Cl:1][C:2]1[CH:3]=[CH:4][C:5]([C:25]#[N:26])=[C:6]([C:8]2[C:13]([O:14][CH3:15])=[CH:12][N:11]([CH:16]([CH2:33][CH2:34][O:35][C:36]([F:39])([F:38])[F:37])[C:17]([O:19][C:20]([CH3:21])([CH3:22])[CH3:23])=[O:18])[C:10](=[O:24])[CH:9]=2)[CH:7]=1, predict the reactants needed to synthesize it. The reactants are: [Cl:1][C:2]1[CH:3]=[CH:4][C:5]([C:25]#[N:26])=[C:6]([C:8]2[C:13]([O:14][CH3:15])=[CH:12][N:11]([CH2:16][C:17]([O:19][C:20]([CH3:23])([CH3:22])[CH3:21])=[O:18])[C:10](=[O:24])[CH:9]=2)[CH:7]=1.FC(F)(F)S(O[CH2:33][CH2:34][O:35][C:36]([F:39])([F:38])[F:37])(=O)=O.